Dataset: Full USPTO retrosynthesis dataset with 1.9M reactions from patents (1976-2016). Task: Predict the reactants needed to synthesize the given product. (1) Given the product [CH3:21][S:22]([C:25]1[CH:26]=[C:27]([NH:28][C:17]([C:11]2[CH:10]=[N:9][N:8]([C:5]3[CH:6]=[CH:7][C:2]([Cl:1])=[CH:3][CH:4]=3)[C:12]=2[C:13]([F:16])([F:15])[F:14])=[O:18])[CH:29]=[CH:30][CH:31]=1)(=[O:23])=[O:24], predict the reactants needed to synthesize it. The reactants are: [Cl:1][C:2]1[CH:7]=[CH:6][C:5]([N:8]2[C:12]([C:13]([F:16])([F:15])[F:14])=[C:11]([C:17](Cl)=[O:18])[CH:10]=[N:9]2)=[CH:4][CH:3]=1.Cl.[CH3:21][S:22]([C:25]1[CH:26]=[C:27]([CH:29]=[CH:30][CH:31]=1)[NH2:28])(=[O:24])=[O:23].C(N(CC)CC)C. (2) Given the product [NH2:11][C:3]1[CH:4]=[C:5]([C:8](=[O:10])[CH3:9])[CH:6]=[CH:7][C:2]=1[CH3:1], predict the reactants needed to synthesize it. The reactants are: [CH3:1][C:2]1[CH:7]=[CH:6][C:5]([C:8](=[O:10])[CH3:9])=[CH:4][C:3]=1[N+:11]([O-])=O.O.O.[Sn](Cl)Cl. (3) Given the product [C:20]([O:19][C:17]([NH:16][CH2:15][C:11]1[CH:10]=[C:9]([C:7]2[CH:8]=[C:3]([CH2:2][NH:1][S:57]([CH2:56][CH2:55][CH2:54][Cl:53])(=[O:59])=[O:58])[CH:4]=[C:5]([O:24][C:25]3[N:30]=[C:29]([O:31][C@H:32]([CH2:40][CH3:41])[C:33]([O:35][C:36]([CH3:39])([CH3:38])[CH3:37])=[O:34])[C:28]([F:42])=[CH:27][C:26]=3[F:43])[CH:6]=2)[CH:14]=[CH:13][CH:12]=1)=[O:18])([CH3:22])([CH3:21])[CH3:23], predict the reactants needed to synthesize it. The reactants are: [NH2:1][CH2:2][C:3]1[CH:4]=[C:5]([O:24][C:25]2[N:30]=[C:29]([O:31][C@H:32]([CH2:40][CH3:41])[C:33]([O:35][C:36]([CH3:39])([CH3:38])[CH3:37])=[O:34])[C:28]([F:42])=[CH:27][C:26]=2[F:43])[CH:6]=[C:7]([C:9]2[CH:14]=[CH:13][CH:12]=[C:11]([CH2:15][NH:16][C:17]([O:19][C:20]([CH3:23])([CH3:22])[CH3:21])=[O:18])[CH:10]=2)[CH:8]=1.CCN(C(C)C)C(C)C.[Cl:53][CH2:54][CH2:55][CH2:56][S:57](Cl)(=[O:59])=[O:58]. (4) Given the product [Cl:41][CH2:19][CH2:18][C:3]1([CH2:1][CH3:2])[C:8]2[NH:9][C:10]3[C:15]([C:7]=2[CH2:6][CH2:5][O:4]1)=[CH:14][CH:13]=[CH:12][C:11]=3[CH2:16][CH3:17], predict the reactants needed to synthesize it. The reactants are: [CH2:1]([C:3]1([CH2:18][CH2:19]O)[C:8]2[NH:9][C:10]3[C:15]([C:7]=2[CH2:6][CH2:5][O:4]1)=[CH:14][CH:13]=[CH:12][C:11]=3[CH2:16][CH3:17])[CH3:2].C1C=CC(P(C2C=CC=CC=2)C2C=CC=CC=2)=CC=1.C(Cl)(Cl)(Cl)[Cl:41].